Task: Predict the reaction yield, written as a fraction of the theoretical maximum amount of product (1.0 means a 100% yield; for example, 0.34 means a 34% yield).. Dataset: Reaction yield outcomes from USPTO patents with 853,638 reactions (1) The product is [CH3:1][C:2]1[O:6][C:5]([C:7]([O:9][CH3:15])=[O:8])=[CH:4][CH:3]=1. The catalyst is CO.C(Cl)(Cl)Cl. The yield is 0.820. The reactants are [CH3:1][C:2]1[O:6][C:5]([C:7]([OH:9])=[O:8])=[CH:4][CH:3]=1.OS(O)(=O)=O.[C:15]([O-])(O)=O.[Na+].[OH-].[Na+]. (2) The reactants are [O:1]1[CH2:5][CH2:4][CH:3]([NH:6][C:7]2[C:8]3[N:9]([CH:15]=[CH:16][CH:17]=3)[N:10]=[CH:11][C:12]=2[C:13]#[N:14])[CH2:2]1.[OH-:18].[NH4+].OO. The catalyst is C(O)C. The product is [O:1]1[CH2:5][CH2:4][CH:3]([NH:6][C:7]2[C:8]3[N:9]([CH:15]=[CH:16][CH:17]=3)[N:10]=[CH:11][C:12]=2[C:13]([NH2:14])=[O:18])[CH2:2]1. The yield is 0.500.